From a dataset of Full USPTO retrosynthesis dataset with 1.9M reactions from patents (1976-2016). Predict the reactants needed to synthesize the given product. (1) Given the product [Cl:26][C:24]1[CH:23]=[CH:22][C:21]([O:27][CH2:28][C:29]2[CH:34]=[CH:33][C:32]([Br:35])=[CH:31][C:30]=2[F:36])=[C:20]([C:15]2[N:14]([C:6]3[CH:5]=[C:4]([C:9]([NH:10][C:11](=[O:13])[CH3:12])=[CH:8][CH:7]=3)[C:3]([OH:37])=[O:2])[C:18]([CH3:19])=[CH:17][CH:16]=2)[CH:25]=1, predict the reactants needed to synthesize it. The reactants are: C[O:2][C:3](=[O:37])[C:4]1[C:9]([NH:10][C:11](=[O:13])[CH3:12])=[CH:8][CH:7]=[C:6]([N:14]2[C:18]([CH3:19])=[CH:17][CH:16]=[C:15]2[C:20]2[CH:25]=[C:24]([Cl:26])[CH:23]=[CH:22][C:21]=2[O:27][CH2:28][C:29]2[CH:34]=[CH:33][C:32]([Br:35])=[CH:31][C:30]=2[F:36])[CH:5]=1. (2) The reactants are: F[C:2]1[CH:27]=[CH:26][CH:25]=[C:24](F)[C:3]=1[C:4]([N:6]([C@H:8]1[CH2:12][CH2:11][CH2:10][C@@H:9]1[NH:13][C:14]1[S:15][C:16]2[CH:22]=[C:21]([F:23])[CH:20]=[CH:19][C:17]=2[N:18]=1)[CH3:7])=[O:5].FC1C=CC2N=C(N[C@H]3CCC[C@@H]3NC)SC=2C=1.[N:47]1(C2C=CC=CC=2C(O)=O)[CH:51]=[CH:50][CH:49]=[N:48]1. Given the product [F:23][C:21]1[CH:20]=[CH:19][C:17]2[N:18]=[C:14]([NH:13][C@H:9]3[CH2:10][CH2:11][CH2:12][C@@H:8]3[N:6]([CH3:7])[C:4](=[O:5])[C:3]3[CH:24]=[CH:25][CH:26]=[CH:27][C:2]=3[N:47]3[CH:51]=[CH:50][CH:49]=[N:48]3)[S:15][C:16]=2[CH:22]=1, predict the reactants needed to synthesize it. (3) Given the product [CH2:1]([CH:5]([CH2:11][C:12]1[CH:13]=[CH:14][C:15]([O:18][CH2:19][CH2:20][NH:21][C:22]([C:24]2[CH:25]=[CH:26][C:27]([C:30]3[CH:31]=[CH:32][C:33]([C:36]([OH:38])=[O:37])=[CH:34][CH:35]=3)=[CH:28][CH:29]=2)=[O:23])=[CH:16][CH:17]=1)[C:6]([OH:8])=[O:7])[CH2:2][CH2:3][CH3:4], predict the reactants needed to synthesize it. The reactants are: [CH2:1]([CH:5]([CH2:11][C:12]1[CH:17]=[CH:16][C:15]([O:18][CH2:19][CH2:20][NH:21][C:22]([C:24]2[CH:29]=[CH:28][C:27]([C:30]3[CH:35]=[CH:34][C:33]([C:36]([O:38]C)=[O:37])=[CH:32][CH:31]=3)=[CH:26][CH:25]=2)=[O:23])=[CH:14][CH:13]=1)[C:6]([O:8]CC)=[O:7])[CH2:2][CH2:3][CH3:4].[OH-].[Na+]. (4) Given the product [CH3:16][N:5]1[C:6]2[C:11](=[CH:10][CH:9]=[CH:8][CH:7]=2)[CH:2]([CH3:1])[CH2:3][C:4]1=[O:12], predict the reactants needed to synthesize it. The reactants are: [CH3:1][CH:2]1[C:11]2[C:6](=[CH:7][CH:8]=[CH:9][CH:10]=2)[NH:5][C:4](=[O:12])[CH2:3]1.[H-].[Na+].I[CH3:16]. (5) Given the product [NH2:23][C:19]1[N:20]=[CH:21][N:22]=[C:17]([N:14]2[C:15]3[C:11](=[CH:10][CH:9]=[C:8]([C:4]4[CH:3]=[C:2]([NH:1][C:29](=[O:30])[C:28]5[CH:32]=[CH:33][C:25]([Cl:24])=[C:26]([C:34]([F:37])([F:35])[F:36])[CH:27]=5)[CH:7]=[CH:6][CH:5]=4)[CH:16]=3)[CH:12]=[CH:13]2)[CH:18]=1, predict the reactants needed to synthesize it. The reactants are: [NH2:1][C:2]1[CH:3]=[C:4]([C:8]2[CH:16]=[C:15]3[C:11]([CH:12]=[CH:13][N:14]3[C:17]3[N:22]=[CH:21][N:20]=[C:19]([NH2:23])[CH:18]=3)=[CH:10][CH:9]=2)[CH:5]=[CH:6][CH:7]=1.[Cl:24][C:25]1[CH:33]=[CH:32][C:28]([C:29](O)=[O:30])=[CH:27][C:26]=1[C:34]([F:37])([F:36])[F:35].C1C=CC2N(O)N=NC=2C=1.CCN=C=NCCCN(C)C.C(=O)(O)[O-].[Na+]. (6) The reactants are: Cl[C:2]1[N:7]=[C:6]([C:8]2[N:12]3[CH:13]=[CH:14][CH:15]=[CH:16][C:11]3=[N:10][C:9]=2[C:17]2[CH:18]=[C:19]([CH:31]=[CH:32][CH:33]=2)[C:20]([NH:22][C:23]2[C:28]([F:29])=[CH:27][CH:26]=[CH:25][C:24]=2[F:30])=[O:21])[CH:5]=[CH:4][N:3]=1.[CH3:34][O:35][C:36]1[CH:41]=[C:40]([C@H:42]2[CH2:47][CH2:46][C@@H:45]([N:48]3[CH2:53][CH2:52][N:51]([CH2:54][CH2:55][S:56]([CH3:59])(=[O:58])=[O:57])[CH2:50][CH2:49]3)[CH2:44][CH2:43]2)[CH:39]=[CH:38][C:37]=1[NH2:60].Cl.O1CCOCC1.C[O-].[Na+]. Given the product [F:30][C:24]1[CH:25]=[CH:26][CH:27]=[C:28]([F:29])[C:23]=1[NH:22][C:20](=[O:21])[C:19]1[CH:31]=[CH:32][CH:33]=[C:17]([C:9]2[N:10]=[C:11]3[CH:16]=[CH:15][CH:14]=[CH:13][N:12]3[C:8]=2[C:6]2[CH:5]=[CH:4][N:3]=[C:2]([NH:60][C:37]3[CH:38]=[CH:39][C:40]([C@H:42]4[CH2:43][CH2:44][C@@H:45]([N:48]5[CH2:49][CH2:50][N:51]([CH2:54][CH2:55][S:56]([CH3:59])(=[O:58])=[O:57])[CH2:52][CH2:53]5)[CH2:46][CH2:47]4)=[CH:41][C:36]=3[O:35][CH3:34])[N:7]=2)[CH:18]=1, predict the reactants needed to synthesize it. (7) Given the product [Cl:1][C:2]1[CH:19]=[CH:18][C:5]([O:6][CH2:7][C:8]2[CH:13]=[CH:12][NH:11][C:10](=[O:20])[N:9]=2)=[CH:4][CH:3]=1, predict the reactants needed to synthesize it. The reactants are: [Cl:1][C:2]1[CH:19]=[CH:18][C:5]([O:6][CH2:7][C:8]2[CH:13]=[CH:12][N:11]=[C:10](S(C)(=O)=O)[N:9]=2)=[CH:4][CH:3]=1.[OH-:20].[Na+].Cl. (8) Given the product [C:37]([O:36][C:34]([NH:33]/[C:32](=[N:31]\[C:24](=[O:25])[O:26][C:27]([CH3:30])([CH3:29])[CH3:28])/[NH:13][CH2:12][CH2:11][C:8]1[C:4]2[C:3](=[CH:2][CH:1]=[C:6]([OH:7])[CH:5]=2)[NH:10][CH:9]=1)=[O:35])([CH3:40])([CH3:39])[CH3:38], predict the reactants needed to synthesize it. The reactants are: [CH:1]1[C:6]([OH:7])=[CH:5][C:4]2[C:8]([CH2:11][CH2:12][NH2:13])=[CH:9][NH:10][C:3]=2[CH:2]=1.Cl.C(N(CC)C(C)C)(C)C.[C:24]([NH:31][C:32](N1C=CC=N1)=[N:33][C:34]([O:36][C:37]([CH3:40])([CH3:39])[CH3:38])=[O:35])([O:26][C:27]([CH3:30])([CH3:29])[CH3:28])=[O:25]. (9) Given the product [ClH:34].[CH:1]1([C:4]([NH:6][C:7]2[S:8][C:9]3[CH:15]=[C:14]([O:16][S:17]([C:20]4[CH:25]=[CH:24][C:23]([NH:33][CH2:32][CH2:31][NH:30][CH:27]([CH3:29])[CH3:28])=[CH:22][CH:21]=4)(=[O:19])=[O:18])[CH:13]=[CH:12][C:10]=3[N:11]=2)=[O:5])[CH2:3][CH2:2]1, predict the reactants needed to synthesize it. The reactants are: [CH:1]1([C:4]([NH:6][C:7]2[S:8][C:9]3[CH:15]=[C:14]([O:16][S:17]([C:20]4[CH:25]=[CH:24][C:23](F)=[CH:22][CH:21]=4)(=[O:19])=[O:18])[CH:13]=[CH:12][C:10]=3[N:11]=2)=[O:5])[CH2:3][CH2:2]1.[CH:27]([NH:30][CH2:31][CH2:32][NH2:33])([CH3:29])[CH3:28].[ClH:34].